The task is: Predict which catalyst facilitates the given reaction.. This data is from Catalyst prediction with 721,799 reactions and 888 catalyst types from USPTO. (1) Reactant: [OH:1][C:2]1[CH:3]=[C:4]2[C:9](=[CH:10][CH:11]=1)[C:8]([O:12][C:13]1[CH:18]=[CH:17][C:16]([O:19][CH2:20][CH2:21][N:22]3[CH2:27][CH2:26][CH2:25][CH2:24][CH2:23]3)=[CH:15][CH:14]=1)=[C:7]([O:28][S:29]([C:32]([F:35])([F:34])[F:33])(=[O:31])=[O:30])[CH:6]=[CH:5]2.C1(P(C2C=CC=CC=2)C2C=CC=CC=2)C=CC=CC=1.[CH2:55](O)[C:56]1[CH:61]=[CH:60][CH:59]=[CH:58][CH:57]=1.N(C(OC(C)C)=O)=NC(OC(C)C)=O. Product: [CH2:55]([O:1][C:2]1[CH:3]=[C:4]2[C:9](=[CH:10][CH:11]=1)[C:8]([O:12][C:13]1[CH:18]=[CH:17][C:16]([O:19][CH2:20][CH2:21][N:22]3[CH2:23][CH2:24][CH2:25][CH2:26][CH2:27]3)=[CH:15][CH:14]=1)=[C:7]([O:28][S:29]([C:32]([F:34])([F:35])[F:33])(=[O:31])=[O:30])[CH:6]=[CH:5]2)[C:56]1[CH:61]=[CH:60][CH:59]=[CH:58][CH:57]=1. The catalyst class is: 362. (2) The catalyst class is: 378. Product: [CH:30]([O:33][C:34]1[N:35]=[C:36]([C:2]2[C:10]3[C:5](=[CH:6][CH:7]=[C:8]([C:11]4[S:12][C:13]([S:16]([CH3:19])(=[O:17])=[O:18])=[N:14][N:15]=4)[CH:9]=3)[N:4]([S:20]([C:23]3[CH:24]=[CH:25][C:26]([CH3:27])=[CH:28][CH:29]=3)(=[O:21])=[O:22])[CH:3]=2)[CH:37]=[CH:38][CH:39]=1)([CH3:32])[CH3:31]. Reactant: I[C:2]1[C:10]2[C:5](=[CH:6][CH:7]=[C:8]([C:11]3[S:12][C:13]([S:16]([CH3:19])(=[O:18])=[O:17])=[N:14][N:15]=3)[CH:9]=2)[N:4]([S:20]([C:23]2[CH:29]=[CH:28][C:26]([CH3:27])=[CH:25][CH:24]=2)(=[O:22])=[O:21])[CH:3]=1.[CH:30]([O:33][C:34]1[CH:39]=[CH:38][CH:37]=[C:36](B2OC(C)(C)C(C)(C)O2)[N:35]=1)([CH3:32])[CH3:31].P([O-])([O-])([O-])=O.[K+].[K+].[K+]. (3) Reactant: [CH2:1]([O:3][C:4]([CH:6]1[CH2:11][CH2:10][NH:9][CH2:8][CH2:7]1)=[O:5])[CH3:2].C(N(CC)CC)C.[C:19](Cl)(=[O:26])[C:20]1[CH:25]=[CH:24][CH:23]=[CH:22][CH:21]=1. Product: [CH2:1]([O:3][C:4]([CH:6]1[CH2:11][CH2:10][N:9]([C:19](=[O:26])[C:20]2[CH:25]=[CH:24][CH:23]=[CH:22][CH:21]=2)[CH2:8][CH2:7]1)=[O:5])[CH3:2]. The catalyst class is: 2. (4) Reactant: [CH2:1]([NH:13][C:14](=[O:24])[CH2:15][CH2:16][N:17]1[CH2:22][CH2:21][N:20]([CH3:23])[CH2:19][CH2:18]1)[CH2:2][CH2:3][CH2:4][CH2:5][CH2:6][CH2:7][CH2:8][CH2:9][CH2:10][CH2:11][CH3:12].[Br:25][CH2:26][CH2:27][CH2:28][CH2:29][CH2:30][CH3:31].C(O)(C)C.C(Cl)(Cl)Cl.CO. Product: [Br-:25].[CH2:1]([NH:13][C:14](=[O:24])[CH2:15][CH2:16][N:17]1[CH2:22][CH2:21][N+:20]([CH2:26][CH2:27][CH2:28][CH2:29][CH2:30][CH3:31])([CH3:23])[CH2:19][CH2:18]1)[CH2:2][CH2:3][CH2:4][CH2:5][CH2:6][CH2:7][CH2:8][CH2:9][CH2:10][CH2:11][CH3:12]. The catalyst class is: 5. (5) The catalyst class is: 19. Reactant: [Si:1]([O:8][C@@H:9]([CH:35]1[CH2:37][CH2:36]1)[CH2:10][O:11][C:12]1[C:30]([F:31])=[CH:29][C:28]([N+:32]([O-])=O)=[CH:27][C:13]=1[CH2:14][N:15](C)[C:16](=O)OCC1C=CC=CC=1)([C:4]([CH3:7])([CH3:6])[CH3:5])([CH3:3])[CH3:2]. Product: [Si:1]([O:8][C@@H:9]([CH:35]1[CH2:36][CH2:37]1)[CH2:10][O:11][C:12]1[C:13]([CH2:14][NH:15][CH3:16])=[CH:27][C:28]([NH2:32])=[CH:29][C:30]=1[F:31])([C:4]([CH3:7])([CH3:6])[CH3:5])([CH3:3])[CH3:2]. (6) Product: [NH2:7][CH2:8][CH2:9][NH:10][C:11]1[C:12]2[N:13]([C:21](=[O:24])[NH:22][N:23]=2)[CH:14]=[C:15]([C:17]([CH3:18])([CH3:19])[CH3:20])[N:16]=1. Reactant: C(OC(=O)[NH:7][CH2:8][CH2:9][NH:10][C:11]1[C:12]2[N:13]([C:21](=[O:24])[NH:22][N:23]=2)[CH:14]=[C:15]([C:17]([CH3:20])([CH3:19])[CH3:18])[N:16]=1)(C)(C)C.C(O)(C(F)(F)F)=O. The catalyst class is: 4. (7) Reactant: [CH3:1][N:2]1[CH2:7][CH2:6][N:5]([C:8]([CH:10]2[CH:15]3[O:16][CH:12]([CH2:13][CH2:14]3)[CH:11]2[C:17]([OH:19])=O)=[O:9])[CH2:4][CH2:3]1.S(Cl)([Cl:22])=O. Product: [CH3:1][N:2]1[CH2:7][CH2:6][N:5]([C:8]([CH:10]2[CH:15]3[O:16][CH:12]([CH2:13][CH2:14]3)[CH:11]2[C:17]([Cl:22])=[O:19])=[O:9])[CH2:4][CH2:3]1. The catalyst class is: 59.